Dataset: Catalyst prediction with 721,799 reactions and 888 catalyst types from USPTO. Task: Predict which catalyst facilitates the given reaction. (1) Reactant: [Br:1][C:2]1[CH:3]=[CH:4][C:5]([O:11][CH:12]2[CH2:16][CH2:15][CH2:14][CH2:13]2)=[C:6]([C:8](=O)[CH3:9])[CH:7]=1.Cl.[NH2:18][OH:19].N1C=CC=CC=1. Product: [Br:1][C:2]1[CH:3]=[CH:4][C:5]([O:11][CH:12]2[CH2:16][CH2:15][CH2:14][CH2:13]2)=[C:6]([C:8](=[N:18][OH:19])[CH3:9])[CH:7]=1. The catalyst class is: 147. (2) Reactant: ClN1[C:6](=[O:7])CCC1=O.CO[C:11]1[CH:12]=[C:13]([SH:17])[CH:14]=[CH:15][CH:16]=1.[CH3:18][O:19][C:20]([C:22]1[NH:23][C:24]2[C:29]([CH:30]=1)=[CH:28][CH:27]=[CH:26][CH:25]=2)=[O:21]. Product: [CH3:18][O:19][C:20]([C:22]1[N:23]([S:17][C:13]2[CH:12]=[CH:11][CH:16]=[CH:15][CH:14]=2)[C:24]2[C:29]([C:30]=1[O:7][CH3:6])=[CH:28][CH:27]=[CH:26][CH:25]=2)=[O:21]. The catalyst class is: 4. (3) Reactant: C[O:2][C:3](=O)[CH2:4][O:5][C:6]1[CH:11]=[C:10]([C:12]([OH:27])([C:23]([F:26])([F:25])[F:24])[CH:13]([C:15]2[CH:20]=[CH:19][C:18]([Cl:21])=[CH:17][C:16]=2[Cl:22])[CH3:14])[CH:9]=[CH:8][N:7]=1.[Li+].[BH4-].O. Product: [Cl:22][C:16]1[CH:17]=[C:18]([Cl:21])[CH:19]=[CH:20][C:15]=1[CH:13]([CH3:14])[C:12]([C:10]1[CH:9]=[CH:8][N:7]=[C:6]([O:5][CH2:4][CH2:3][OH:2])[CH:11]=1)([OH:27])[C:23]([F:26])([F:25])[F:24]. The catalyst class is: 295. (4) Reactant: [CH3:1][O:2][C:3]1[CH:8]=[C:7]([B:9]2[O:13][C:12]([CH3:15])([CH3:14])[C:11]([CH3:17])([CH3:16])[O:10]2)[CH:6]=[CH:5][C:4]=1[N:18]1[CH2:23][CH2:22][N:21](C(OC(C)(C)C)=O)[CH2:20][CH2:19]1.C(O)(C(F)(F)F)=O. Product: [CH3:1][O:2][C:3]1[CH:8]=[C:7]([B:9]2[O:13][C:12]([CH3:14])([CH3:15])[C:11]([CH3:17])([CH3:16])[O:10]2)[CH:6]=[CH:5][C:4]=1[N:18]1[CH2:19][CH2:20][NH:21][CH2:22][CH2:23]1. The catalyst class is: 2. (5) Reactant: [CH2:1]([O:3][C:4]1[CH:9]=[CH:8][CH:7]=[CH:6][C:5]=1[C:10](=[O:27])[CH2:11][CH2:12][C:13]1[N:14]=[C:15]([C:18]2[CH:23]=[CH:22][C:21]([O:24][CH3:25])=[C:20]([OH:26])[CH:19]=2)[O:16][CH:17]=1)[CH3:2].N12CCCN=C1CCC[CH2:30][CH2:29]2.C(I)C. Product: [CH2:29]([O:26][C:20]1[CH:19]=[C:18]([C:15]2[O:16][CH:17]=[C:13]([CH2:12][CH2:11][C:10]([C:5]3[CH:6]=[CH:7][CH:8]=[CH:9][C:4]=3[O:3][CH2:1][CH3:2])=[O:27])[N:14]=2)[CH:23]=[CH:22][C:21]=1[O:24][CH3:25])[CH3:30]. The catalyst class is: 8. (6) Product: [CH:24]1([C@H:4]2[C@H:3]([CH3:27])[C@@H:2]([NH:1][C:41]3[CH:42]=[CH:37][CH:36]=[C:31]([CH3:32])[N:29]=3)[C:11]3[C:6](=[CH:7][CH:8]=[C:9]([C:12]4[CH:13]=[N:14][N:15]([CH2:17][CH2:18][O:19][CH3:20])[CH:16]=4)[CH:10]=3)[N:5]2[C:21](=[O:23])[CH3:22])[CH2:26][CH2:25]1. The catalyst class is: 102. Reactant: [NH2:1][C@H:2]1[C:11]2[C:6](=[CH:7][CH:8]=[C:9]([C:12]3[CH:13]=[N:14][N:15]([CH2:17][CH2:18][O:19][CH3:20])[CH:16]=3)[CH:10]=2)[N:5]([C:21](=[O:23])[CH3:22])[C@@H:4]([CH:24]2[CH2:26][CH2:25]2)[C@@H:3]1[CH3:27].C[N:29]([C:31]1[C:36]([C:37]2[C:42](P(C3CCCCC3)C3CCCCC3)=[CH:41]C=CC=2)=CC=C[CH:32]=1)C.CC(C)([O-])C.[Na+].BrC1C=CC=C(C)N=1.